From a dataset of Forward reaction prediction with 1.9M reactions from USPTO patents (1976-2016). Predict the product of the given reaction. (1) Given the reactants Br[C:2]1[CH:7]=[C:6]([C:8]([F:11])([F:10])[F:9])[CH:5]=[C:4]([F:12])[CH:3]=1.[Li]CCCC.[F:18][C:19]1[CH:26]=[CH:25][C:22]([C:23]#[N:24])=[CH:21][C:20]=1[C:27]([F:30])([F:29])[F:28].C[Si](Cl)(C)C.[CH2:36]([Mg]Cl)[C:37]1[CH:42]=[CH:41][CH:40]=[CH:39][CH:38]=1.C1COCC1.Cl, predict the reaction product. The product is: [F:18][C:19]1[CH:26]=[CH:25][C:22]([C:23]([C:2]2[CH:7]=[C:6]([C:8]([F:11])([F:10])[F:9])[CH:5]=[C:4]([F:12])[CH:3]=2)([NH2:24])[CH2:36][C:37]2[CH:42]=[CH:41][CH:40]=[CH:39][CH:38]=2)=[CH:21][C:20]=1[C:27]([F:28])([F:29])[F:30]. (2) Given the reactants [CH:1]([C@@H:4]1[CH2:9][CH2:8][C@H:7]([O:10][C:11]2[CH:12]=[C:13]3[C:18](=[CH:19][CH:20]=2)[CH:17]=[C:16]([CH:21]=O)[CH:15]=[CH:14]3)[CH2:6][CH2:5]1)([CH3:3])[CH3:2].Cl.[NH:24]1[CH2:27][CH:26]([CH:28]2[CH2:33][CH2:32][CH2:31][CH:30]([C:34]([OH:36])=[O:35])[CH2:29]2)[CH2:25]1.[BH3-][C:38]#N.[Na+], predict the reaction product. The product is: [CH:1]([C@@H:4]1[CH2:9][CH2:8][C@H:7]([O:10][C:11]2[CH:12]=[C:13]3[C:18](=[CH:19][CH:20]=2)[CH:17]=[C:16]([CH2:21][N:24]2[CH2:25][CH:26]([CH:28]4[CH2:33][CH2:32][CH2:31][CH:30]([C:34]([O:36][CH3:38])=[O:35])[CH2:29]4)[CH2:27]2)[CH:15]=[CH:14]3)[CH2:6][CH2:5]1)([CH3:3])[CH3:2].